Task: Binary Classification. Given a drug SMILES string, predict its activity (active/inactive) in a high-throughput screening assay against a specified biological target.. Dataset: M1 muscarinic receptor antagonist screen with 61,756 compounds (1) The drug is S(=O)(=O)(N(CC(=O)Nc1sc(nn1)C(C)C)C)c1cc2OCCOc2cc1. The result is 0 (inactive). (2) The drug is O(CC(=O)N1CCN(CC1)CC)c1c2c(n(CC)c(=O)c1)cccc2. The result is 0 (inactive). (3) The drug is S(=O)(=O)(N1CCN(CC1)c1c(OCC)cccc1)c1cc(F)c(F)cc1. The result is 0 (inactive). (4) The drug is s1c(N2CCC(CC2)C(=O)NCc2ccc(OC)cc2)ncc1. The result is 0 (inactive). (5) The compound is Clc1ccc(C(=O)N(C=2C(CCCC2)CCC#N)C)cc1. The result is 0 (inactive).